This data is from Microsomal clearance measurements from AstraZeneca. The task is: Regression/Classification. Given a drug SMILES string, predict its absorption, distribution, metabolism, or excretion properties. Task type varies by dataset: regression for continuous measurements (e.g., permeability, clearance, half-life) or binary classification for categorical outcomes (e.g., BBB penetration, CYP inhibition). For this dataset (clearance_microsome_az), we predict log10(clearance) (log10 of the in vitro intrinsic clearance, CLint, in uL/min per mg of human liver microsomal protein, equivalently mL/min/g; values are censored to the assay range of 3 to 150, which is 0.477 to 2.18 on this log10 scale). (1) The molecule is O=C(O)COc1ccc(C(F)(F)F)cc1-c1ccc(Cl)cc1. The log10(clearance) is 1.04. (2) The molecule is CC(C)(Cc1cccc(CC(=O)NCc2cccc(-c3ccc(O)cc3)c2)c1)NC[C@H](O)c1ccc(O)c(NS(C)(=O)=O)c1. The log10(clearance) is 2.00. (3) The drug is O=c1[nH]c2c(O)ccc([C@@H](O)CNCCSCCCOCCc3ccccc3)c2s1. The log10(clearance) is 1.88. (4) The compound is CCCCN(CCNCCc1ccc(O)c2[nH]c(=O)sc12)C(=O)CCOCCc1ccccc1. The log10(clearance) is 2.15. (5) The molecule is CSCCC(NC(=O)c1cnccn1)c1nc2ccccc2[nH]1. The log10(clearance) is 1.49. (6) The drug is Cc1noc(C)c1-c1ccc(CNS(=O)(=O)c2c(C)noc2C)cc1. The log10(clearance) is 1.78. (7) The drug is CN(C)c1nc(Cc2ccc(NC(=O)c3ccc(C(F)(F)F)cc3)cc2)nc(N(C)C)c1CC(=O)O. The log10(clearance) is 0.480. (8) The drug is O=C(O)COc1ccc(Cl)cc1CN1CCN(S(=O)(=O)c2ccccc2)CC1. The log10(clearance) is 0.560.